This data is from Forward reaction prediction with 1.9M reactions from USPTO patents (1976-2016). The task is: Predict the product of the given reaction. (1) The product is: [CH2:28]([NH:22][C@H:9]1[C@H:8]([C:5]2[CH:6]=[CH:7][C:2]([F:1])=[CH:3][CH:4]=2)[CH2:12][N:11]([S:13]([C:16]2[N:17]=[CH:18][N:19]([CH3:21])[CH:20]=2)(=[O:15])=[O:14])[CH2:10]1)[C:29]1[CH:34]=[CH:33][CH:32]=[CH:31][CH:30]=1. Given the reactants [F:1][C:2]1[CH:7]=[CH:6][C:5]([C@@H:8]2[CH2:12][N:11]([S:13]([C:16]3[N:17]=[CH:18][N:19]([CH3:21])[CH:20]=3)(=[O:15])=[O:14])[CH2:10][C@H:9]2[NH2:22])=[CH:4][CH:3]=1.CC([O-])=O.[Na+].[CH:28](=O)[C:29]1[CH:34]=[CH:33][CH:32]=[CH:31][CH:30]=1.[O-]S([O-])(=O)=O.[Mg+2], predict the reaction product. (2) Given the reactants O.O.[Sn](Cl)Cl.[Cl:6][C:7]1[CH:12]=[C:11]([F:13])[C:10]([N+:14]([O-])=O)=[CH:9][C:8]=1[F:17].C(=O)(O)[O-].[Na+], predict the reaction product. The product is: [Cl:6][C:7]1[C:8]([F:17])=[CH:9][C:10]([NH2:14])=[C:11]([F:13])[CH:12]=1. (3) Given the reactants [CH3:1][O:2][C:3](=[O:17])[C:4]([C:6]1[CH:11]=[CH:10][C:9]([S:12]([CH3:15])(=[O:14])=[O:13])=[C:8]([Cl:16])[CH:7]=1)=O.Cl.[CH:19]([O:22][NH2:23])([CH3:21])[CH3:20], predict the reaction product. The product is: [CH3:1][O:2][C:3](=[O:17])/[C:4](/[C:6]1[CH:11]=[CH:10][C:9]([S:12]([CH3:15])(=[O:14])=[O:13])=[C:8]([Cl:16])[CH:7]=1)=[N:23]/[O:22][CH:19]([CH3:21])[CH3:20]. (4) Given the reactants C1CCC(N=C=NC2CCCCC2)CC1.[OH:16][N:17]1[C:21](=[O:22])[CH2:20][CH2:19][C:18]1=[O:23].[CH2:24]([C:52]([OH:54])=[O:53])[CH2:25][CH2:26][CH2:27][CH2:28][CH2:29][CH2:30][CH2:31][CH2:32][CH2:33][C:34]([C:49](O)=[O:50])([C:46]([OH:48])=[O:47])[CH2:35][CH2:36][CH2:37][CH2:38][CH2:39][CH2:40][CH2:41][CH2:42][CH2:43][CH:44]=[CH2:45], predict the reaction product. The product is: [O:23]=[C:18]1[CH2:19][CH2:20][C:21](=[O:22])[N:17]1[O:16][C:49]([C:34]([CH2:35][CH2:36][CH2:37][CH2:38][CH2:39][CH2:40][CH2:41][CH2:42][CH2:43][CH:44]=[CH2:45])([CH2:33][CH2:32][CH2:31][CH2:30][CH2:29][CH2:28][CH2:27][CH2:26][CH2:25][CH2:24][C:52]([OH:54])=[O:53])[C:46]([OH:48])=[O:47])=[O:50].